Dataset: Full USPTO retrosynthesis dataset with 1.9M reactions from patents (1976-2016). Task: Predict the reactants needed to synthesize the given product. (1) Given the product [CH3:19][O:20][C:21]([C:23]1[CH:24]=[CH:25][C:26]2[CH:30]=[C:29]([C:31]3[CH:36]=[CH:35][C:34]([OH:37])=[CH:33][CH:32]=3)[S:28][C:27]=2[CH:39]=1)=[O:22], predict the reactants needed to synthesize it. The reactants are: C(OC(C1SC(C2C=CC(O)=CC=2)=NC=1C)=O)C.[CH3:19][O:20][C:21]([C:23]1[CH:24]=[CH:25][C:26]2[CH:30]=[C:29]([C:31]3[CH:36]=[CH:35][C:34]([O:37]C)=[CH:33][CH:32]=3)[S:28][C:27]=2[CH:39]=1)=[O:22]. (2) Given the product [Si:1]([O:18][CH2:19][C@@H:20]1[CH2:25][CH2:24][CH:23]=[CH:22][N:21]1[C:28]([O:30][C:31]([CH3:34])([CH3:33])[CH3:32])=[O:29])([C:14]([CH3:16])([CH3:17])[CH3:15])([C:8]1[CH:13]=[CH:12][CH:11]=[CH:10][CH:9]=1)[C:2]1[CH:7]=[CH:6][CH:5]=[CH:4][CH:3]=1, predict the reactants needed to synthesize it. The reactants are: [Si:1]([O:18][CH2:19][C@@H:20]1[CH2:25][CH2:24][CH2:23][CH:22](OC)[N:21]1[C:28]([O:30][C:31]([CH3:34])([CH3:33])[CH3:32])=[O:29])([C:14]([CH3:17])([CH3:16])[CH3:15])([C:8]1[CH:13]=[CH:12][CH:11]=[CH:10][CH:9]=1)[C:2]1[CH:7]=[CH:6][CH:5]=[CH:4][CH:3]=1.[Cl-].[NH4+]. (3) Given the product [O:1]=[C:2]1[CH2:5][N:4]([C:6]2[CH:7]=[N:8][CH:9]=[C:10]([CH:15]=2)[C:11]([O:13][CH3:14])=[O:12])[CH2:3]1, predict the reactants needed to synthesize it. The reactants are: [OH:1][CH:2]1[CH2:5][N:4]([C:6]2[CH:7]=[N:8][CH:9]=[C:10]([CH:15]=2)[C:11]([O:13][CH3:14])=[O:12])[CH2:3]1.CC(OI1(OC(C)=O)(OC(C)=O)OC(=O)C2C=CC=CC1=2)=O. (4) Given the product [CH2:7]([O:14][C:15]1[CH:20]=[CH:19][CH:18]=[CH:17][C:16]=1[CH2:21][S:1]([OH:4])(=[O:3])=[O:2])[C:8]1[CH:9]=[CH:10][CH:11]=[CH:12][CH:13]=1, predict the reactants needed to synthesize it. The reactants are: [S:1]([O-:4])([O-:3])=[O:2].[Na+].[Na+].[CH2:7]([O:14][C:15]1[CH:20]=[CH:19][CH:18]=[CH:17][C:16]=1[CH2:21]Br)[C:8]1[CH:13]=[CH:12][CH:11]=[CH:10][CH:9]=1.Cl. (5) Given the product [NH:1]1[C:9]2[C:4](=[CH:5][CH:6]=[CH:7][CH:8]=2)[CH:3]=[C:2]1[CH:10]=[N:16][CH2:15][CH2:14][N:13]([CH3:17])[CH3:12], predict the reactants needed to synthesize it. The reactants are: [NH:1]1[C:9]2[C:4](=[CH:5][CH:6]=[CH:7][CH:8]=2)[CH:3]=[C:2]1[CH:10]=O.[CH3:12][N:13]([CH3:17])[CH2:14][CH2:15][NH2:16]. (6) Given the product [Br:1][C:17]1[C:16]([CH2:20][CH2:21][CH:22]2[CH2:26][CH2:25][CH2:24][N:23]2[C:27]([O:29][C:30]([CH3:31])([CH3:32])[CH3:33])=[O:28])=[C:15]([C:34]([O:36][CH3:37])=[O:35])[C:14]([NH:13][C:11](=[O:12])[C:10]([CH3:39])([CH3:38])[CH3:9])=[CH:19][CH:18]=1, predict the reactants needed to synthesize it. The reactants are: [Br:1]N1C(=O)CCC1=O.[CH3:9][C:10]([CH3:39])([CH3:38])[C:11]([NH:13][C:14]1[C:15]([C:34]([O:36][CH3:37])=[O:35])=[C:16]([CH2:20][CH2:21][CH:22]2[CH2:26][CH2:25][CH2:24][N:23]2[C:27]([O:29][C:30]([CH3:33])([CH3:32])[CH3:31])=[O:28])[CH:17]=[CH:18][CH:19]=1)=[O:12].